This data is from Full USPTO retrosynthesis dataset with 1.9M reactions from patents (1976-2016). The task is: Predict the reactants needed to synthesize the given product. Given the product [N+:1]([C:4]1[CH:9]=[CH:8][C:7]([O:10][CH2:13][C:12]#[CH:11])=[CH:6][CH:5]=1)([O-:3])=[O:2], predict the reactants needed to synthesize it. The reactants are: [N+:1]([C:4]1[CH:9]=[CH:8][C:7]([OH:10])=[CH:6][CH:5]=1)([O-:3])=[O:2].[CH2:11](Br)[C:12]#[CH:13].[OH-].[Na+].